From a dataset of NCI-60 drug combinations with 297,098 pairs across 59 cell lines. Regression. Given two drug SMILES strings and cell line genomic features, predict the synergy score measuring deviation from expected non-interaction effect. (1) Drug 1: C1=CC(=C2C(=C1NCCNCCO)C(=O)C3=C(C=CC(=C3C2=O)O)O)NCCNCCO. Drug 2: CCN(CC)CCCC(C)NC1=C2C=C(C=CC2=NC3=C1C=CC(=C3)Cl)OC. Cell line: MDA-MB-435. Synergy scores: CSS=34.4, Synergy_ZIP=-2.75, Synergy_Bliss=6.49, Synergy_Loewe=6.01, Synergy_HSA=7.68. (2) Drug 1: CC1=CC=C(C=C1)C2=CC(=NN2C3=CC=C(C=C3)S(=O)(=O)N)C(F)(F)F. Drug 2: COC1=NC(=NC2=C1N=CN2C3C(C(C(O3)CO)O)O)N. Cell line: NCI-H322M. Synergy scores: CSS=-2.46, Synergy_ZIP=3.05, Synergy_Bliss=3.05, Synergy_Loewe=-1.09, Synergy_HSA=-1.98.